This data is from Full USPTO retrosynthesis dataset with 1.9M reactions from patents (1976-2016). The task is: Predict the reactants needed to synthesize the given product. (1) Given the product [C:15]([C:17]1[N:21]([CH:22]2[CH2:23][CH2:24][N:25]([C:28]([O:30][CH:31]([CH3:32])[CH3:33])=[O:29])[CH2:26][CH2:27]2)[N:20]=[CH:19][C:18]=1[CH2:34][O:14][C:3]1[CH:4]=[CH:5][C:6]([C:8]2[N:12]([CH3:13])[CH:11]=[N:10][CH:9]=2)=[CH:7][C:2]=1[F:1])#[N:16], predict the reactants needed to synthesize it. The reactants are: [F:1][C:2]1[CH:7]=[C:6]([C:8]2[N:12]([CH3:13])[CH:11]=[N:10][CH:9]=2)[CH:5]=[CH:4][C:3]=1[OH:14].[C:15]([C:17]1[N:21]([CH:22]2[CH2:27][CH2:26][N:25]([C:28]([O:30][CH:31]([CH3:33])[CH3:32])=[O:29])[CH2:24][CH2:23]2)[N:20]=[CH:19][C:18]=1[CH2:34]OS(C)(=O)=O)#[N:16]. (2) The reactants are: [S:1]1[CH:5]=[CH:4][CH:3]=[C:2]1[C:6]1[S:7][CH:8]=[CH:9][C:10]=1[C:11]1[S:12][CH:13]=[CH:14][C:15]=1[C:16]1[S:17][CH:18]=[CH:19][CH:20]=1.[H][H].C(Cl)(Cl)[Cl:24]. Given the product [Cl:24][C:2]1([C:6]2[S:7][CH:8]=[CH:9][C:10]=2[C:11]2[S:12][CH:13]=[CH:14][C:15]=2[C:16]2[S:17][CH:18]=[CH:19][CH:20]=2)[CH2:3][CH:4]=[CH:5][S:1]1, predict the reactants needed to synthesize it.